From a dataset of Serine/threonine kinase 33 screen with 319,792 compounds. Binary Classification. Given a drug SMILES string, predict its activity (active/inactive) in a high-throughput screening assay against a specified biological target. (1) The drug is Fc1c(NC(=O)C2CCN(CC2)c2onc(n2)c2ccc(OC)cc2)cccc1. The result is 0 (inactive). (2) The drug is FC(F)(F)c1nn2c(c(cnc2n1)C(=O)C)C. The result is 0 (inactive). (3) The compound is O1N=C(CC1(C)c1oc(nn1)c1ccccc1)c1ccc(OC)cc1. The result is 0 (inactive). (4) The molecule is O=C1C2(CN(CC1(CN(C2)C(=O)CCCCC)CC)C(=O)CCCCC)CC. The result is 0 (inactive). (5) The molecule is O(c1cc2[nH]c3C(N(CCc3c2cc1)CCC(=O)NN)C)C. The result is 0 (inactive). (6) The compound is O(c1nn2c(nnc2C)cc1)c1ccc(cc1)C(OC)=O. The result is 0 (inactive). (7) The molecule is Brc1ccc(COC(=O)CN2C(=O)C3(NC2=O)C(CCCC3)C)cc1. The result is 0 (inactive). (8) The compound is S(=O)(=O)(N)c1ccc(NCc2cc(OCC)c(OCC(=O)NC(C)(C)C)cc2)cc1. The result is 0 (inactive). (9) The molecule is o1c(CN2CCC(n3nccc3NC(=O)Cc3ccccc3)CC2)ccc1CC. The result is 0 (inactive). (10) The drug is O1C(C(C(=O)C(C1=O)(C)C)C)c1ccccc1. The result is 0 (inactive).